Dataset: Peptide-MHC class I binding affinity with 185,985 pairs from IEDB/IMGT. Task: Regression. Given a peptide amino acid sequence and an MHC pseudo amino acid sequence, predict their binding affinity value. This is MHC class I binding data. (1) The MHC is Mamu-A20102 with pseudo-sequence Mamu-A20102. The peptide sequence is SHSPLRTEY. The binding affinity (normalized) is 0.909. (2) The peptide sequence is AIKKKDKNKW. The MHC is Mamu-B17 with pseudo-sequence Mamu-B17. The binding affinity (normalized) is 0. (3) The peptide sequence is TRDHVNLVL. The MHC is HLA-B15:01 with pseudo-sequence HLA-B15:01. The binding affinity (normalized) is 0.0847. (4) The peptide sequence is ATVANVFLY. The MHC is HLA-A02:02 with pseudo-sequence HLA-A02:02. The binding affinity (normalized) is 0.258. (5) The peptide sequence is FHYQDPFPL. The binding affinity (normalized) is 1.00. The MHC is HLA-B15:09 with pseudo-sequence HLA-B15:09. (6) The peptide sequence is FIKNPACTV. The MHC is HLA-A02:03 with pseudo-sequence HLA-A02:03. The binding affinity (normalized) is 0.936. (7) The peptide sequence is YTVKCPNL. The MHC is H-2-Kb with pseudo-sequence H-2-Kb. The binding affinity (normalized) is 0.585. (8) The peptide sequence is EVPSTEDLVNL. The MHC is Mamu-A01 with pseudo-sequence Mamu-A01. The binding affinity (normalized) is 0.272.